Dataset: Forward reaction prediction with 1.9M reactions from USPTO patents (1976-2016). Task: Predict the product of the given reaction. (1) Given the reactants [O:1]1[C:6]2[CH:7]=[CH:8][C:9]([CH2:11][N:12]([CH:20]3[CH2:25][CH2:24][N:23]([CH2:26][CH2:27][N:28]4[C:37]5[C:32](=[C:33]([OH:38])[CH:34]=[CH:35][CH:36]=5)[CH:31]=[CH:30][C:29]4=[O:39])[CH2:22][CH2:21]3)[C:13](=[O:19])[O:14][C:15]([CH3:18])([CH3:17])[CH3:16])=[CH:10][C:5]=2[O:4][CH2:3][CH2:2]1.C(=O)([O-])[O-].[K+].[K+].Br[CH2:47][C:48]([O:50][CH2:51][CH3:52])=[O:49].Cl, predict the reaction product. The product is: [C:15]([O:14][C:13]([N:12]([CH2:11][C:9]1[CH:8]=[CH:7][C:6]2[O:1][CH2:2][CH2:3][O:4][C:5]=2[CH:10]=1)[CH:20]1[CH2:25][CH2:24][N:23]([CH2:26][CH2:27][N:28]2[C:37]3[C:32](=[C:33]([O:38][CH2:47][C:48]([O:50][CH2:51][CH3:52])=[O:49])[CH:34]=[CH:35][CH:36]=3)[CH:31]=[CH:30][C:29]2=[O:39])[CH2:22][CH2:21]1)=[O:19])([CH3:18])([CH3:17])[CH3:16]. (2) Given the reactants [N:1]([C:4]1[CH:11]=[CH:10][C:7]([C:8]#[N:9])=[C:6]([C:12]([F:15])([F:14])[F:13])[CH:5]=1)=[C:2]=[S:3].C(Cl)(Cl)Cl.[F:20][C:21]1[CH:22]=[C:23]([NH:31][C:32]([CH3:37])([CH3:36])[C:33](O)=[O:34])[CH:24]=[CH:25][C:26]=1[C:27](=[O:30])[NH:28][CH3:29], predict the reaction product. The product is: [CH3:36][C:32]1([CH3:37])[N:31]([C:23]2[CH:24]=[CH:25][C:26]([C:27]([NH:28][CH3:29])=[O:30])=[C:21]([F:20])[CH:22]=2)[C:2](=[S:3])[N:1]([C:4]2[CH:11]=[CH:10][C:7]([C:8]#[N:9])=[C:6]([C:12]([F:13])([F:15])[F:14])[CH:5]=2)[C:33]1=[O:34]. (3) Given the reactants [CH:1]1([C:7]2[C:16]3[C:11](=[CH:12][CH:13]=[CH:14][CH:15]=3)[NH:10][C:9](=O)[N:8]=2)[CH2:6][CH2:5][CH2:4][CH2:3][CH2:2]1.P(Cl)(Cl)(Cl)=O.[NH2:23][C:24]1[CH:32]=[CH:31][C:27]([C:28]([OH:30])=[O:29])=[CH:26][CH:25]=1.C(N(CC)CC)C, predict the reaction product. The product is: [CH:1]1([C:7]2[C:16]3[C:11](=[CH:12][CH:13]=[CH:14][CH:15]=3)[N:10]=[C:9]([NH:23][C:24]3[CH:32]=[CH:31][C:27]([C:28]([OH:30])=[O:29])=[CH:26][CH:25]=3)[N:8]=2)[CH2:6][CH2:5][CH2:4][CH2:3][CH2:2]1. (4) Given the reactants [CH3:1][O:2][NH:3][C:4]([C:6]1[C:7](=[O:28])[C:8]2[CH:13]=[N:12][C:11](S(C)(=O)=O)=[N:10][C:9]=2[N:18]([C:20]2[CH:25]=[CH:24][C:23]([CH2:26][CH3:27])=[CH:22][CH:21]=2)[CH:19]=1)=[O:5].[CH3:29][N:30]1[CH2:35][CH2:34][CH:33]([C:36]2[CH:41]=[CH:40][C:39]([NH2:42])=[CH:38][CH:37]=2)[CH2:32][CH2:31]1, predict the reaction product. The product is: [CH3:1][O:2][NH:3][C:4]([C:6]1[C:7](=[O:28])[C:8]2[CH:13]=[N:12][C:11]([NH:42][C:39]3[CH:40]=[CH:41][C:36]([CH:33]4[CH2:32][CH2:31][N:30]([CH3:29])[CH2:35][CH2:34]4)=[CH:37][CH:38]=3)=[N:10][C:9]=2[N:18]([C:20]2[CH:25]=[CH:24][C:23]([CH2:26][CH3:27])=[CH:22][CH:21]=2)[CH:19]=1)=[O:5]. (5) The product is: [SH:1][C:2]1[S:3][CH:4]=[C:5]([C:7]([O:9][CH2:15][CH3:16])=[O:8])[N:6]=1. Given the reactants [SH:1][C:2]1[S:3][CH:4]=[C:5]([C:7]([OH:9])=[O:8])[N:6]=1.OS(O)(=O)=O.[CH2:15](O)[CH3:16], predict the reaction product. (6) Given the reactants [CH:1]([N:14]1[CH2:19][CH2:18][N:17]([NH:20][C:21]([CH:23]2[CH2:28][NH:27][CH2:26][CH2:25][N:24]2[S:29]([C:32]2[CH:37]=[CH:36][C:35]([O:38][CH3:39])=[C:34]([O:40][CH3:41])[CH:33]=2)(=[O:31])=[O:30])=[O:22])[CH2:16][CH2:15]1)([C:8]1[CH:13]=[CH:12][CH:11]=[CH:10][CH:9]=1)[C:2]1[CH:7]=[CH:6][CH:5]=[CH:4][CH:3]=1.C(N(CC)CC)C.[CH2:49]([O:56][CH2:57][C:58](Cl)=[O:59])[C:50]1[CH:55]=[CH:54][CH:53]=[CH:52][CH:51]=1, predict the reaction product. The product is: [CH:1]([N:14]1[CH2:19][CH2:18][N:17]([NH:20][C:21]([CH:23]2[CH2:28][N:27]([C:58](=[O:59])[CH2:57][O:56][CH2:49][C:50]3[CH:55]=[CH:54][CH:53]=[CH:52][CH:51]=3)[CH2:26][CH2:25][N:24]2[S:29]([C:32]2[CH:37]=[CH:36][C:35]([O:38][CH3:39])=[C:34]([O:40][CH3:41])[CH:33]=2)(=[O:31])=[O:30])=[O:22])[CH2:16][CH2:15]1)([C:2]1[CH:7]=[CH:6][CH:5]=[CH:4][CH:3]=1)[C:8]1[CH:13]=[CH:12][CH:11]=[CH:10][CH:9]=1. (7) Given the reactants [F:1][CH:2]([F:23])[C:3]1[C:8]([C:9]([O:11][CH3:12])=[O:10])=[C:7]([CH2:13][CH:14]2[CH2:16][CH2:15]2)[C:6]([CH2:17][OH:18])=[C:5]([C:19]([F:22])([F:21])[F:20])[N:4]=1.[C:24](Cl)(=[O:31])[C:25]1[CH:30]=[CH:29][CH:28]=[CH:27][CH:26]=1, predict the reaction product. The product is: [C:24]([O:18][CH2:17][C:6]1[C:7]([CH2:13][CH:14]2[CH2:15][CH2:16]2)=[C:8]([C:9]([O:11][CH3:12])=[O:10])[C:3]([CH:2]([F:1])[F:23])=[N:4][C:5]=1[C:19]([F:22])([F:20])[F:21])(=[O:31])[C:25]1[CH:30]=[CH:29][CH:28]=[CH:27][CH:26]=1.